This data is from Reaction yield outcomes from USPTO patents with 853,638 reactions. The task is: Predict the reaction yield, written as a fraction of the theoretical maximum amount of product (1.0 means a 100% yield; for example, 0.34 means a 34% yield). (1) The reactants are [CH2:1]([O:3][Si:4]([CH:11]([Li])[Si:12]([O:19][CH2:20][CH3:21])([O:16][CH2:17][CH3:18])[O:13][CH2:14][CH3:15])([O:8][CH2:9][CH3:10])[O:5][CH2:6][CH3:7])[CH3:2].[Br:23]Br. No catalyst specified. The product is [CH2:1]([O:3][Si:4]([CH:11]([Br:23])[Si:12]([O:19][CH2:20][CH3:21])([O:16][CH2:17][CH3:18])[O:13][CH2:14][CH3:15])([O:8][CH2:9][CH3:10])[O:5][CH2:6][CH3:7])[CH3:2]. The yield is 0.860. (2) The reactants are [OH-].[Na+:2].[Br:3][C:4]1[N:5]([C:14]2[C:23]3[C:18](=[CH:19][CH:20]=[CH:21][CH:22]=3)[C:17]([CH:24]3[CH2:26][CH2:25]3)=[CH:16][CH:15]=2)[C:6]([S:9][CH2:10][C:11]([OH:13])=[O:12])=[N:7][N:8]=1. The catalyst is C(O)C. The product is [Br:3][C:4]1[N:5]([C:14]2[C:23]3[C:18](=[CH:19][CH:20]=[CH:21][CH:22]=3)[C:17]([CH:24]3[CH2:26][CH2:25]3)=[CH:16][CH:15]=2)[C:6]([S:9][CH2:10][C:11]([O-:13])=[O:12])=[N:7][N:8]=1.[Na+:2]. The yield is 1.00. (3) The reactants are [OH:1][C:2]1[CH:3]=[C:4]([NH:8][C:9](=[O:15])[O:10][C:11]([CH3:14])([CH3:13])[CH3:12])[CH:5]=[CH:6][CH:7]=1.F[C:17]1[CH:18]=[CH:19][C:20]([N+:24]([O-:26])=[O:25])=[C:21]([CH:23]=1)[NH2:22].C(=O)([O-])[O-].[K+].[K+]. The catalyst is CN(C)C=O.C(OCC)(=O)C.CCCCCC. The product is [NH2:22][C:21]1[CH:23]=[C:17]([CH:18]=[CH:19][C:20]=1[N+:24]([O-:26])=[O:25])[O:1][C:2]1[CH:3]=[C:4]([NH:8][C:9](=[O:15])[O:10][C:11]([CH3:12])([CH3:14])[CH3:13])[CH:5]=[CH:6][CH:7]=1. The yield is 0.690.